Dataset: Catalyst prediction with 721,799 reactions and 888 catalyst types from USPTO. Task: Predict which catalyst facilitates the given reaction. (1) Reactant: [CH3:1][O:2][C:3](=[O:27])[CH2:4][CH:5]1[CH2:10][CH2:9][CH:8]([O:11][CH:12]2[CH2:16][CH2:15][N:14](C(OCC3C=CC=CC=3)=O)[CH2:13]2)[CH2:7][CH2:6]1. Product: [NH:14]1[CH2:15][CH2:16][CH:12]([O:11][CH:8]2[CH2:7][CH2:6][CH:5]([CH2:4][C:3]([O:2][CH3:1])=[O:27])[CH2:10][CH2:9]2)[CH2:13]1. The catalyst class is: 29. (2) Reactant: [NH2:1][C:2]1[CH:7]=[CH:6][C:5]([N:8]2[CH2:13][CH2:12][N:11]([CH:14](O)[CH3:15])[CH2:10][CH2:9]2)=[C:4]([F:17])[C:3]=1[F:18].Cl[C:20]1[N:29]=[CH:28][C:27]2[C:22](=[C:23]([C:30]3[CH:31]=[C:32]([NH:36][C:37](=[O:40])[CH:38]=[CH2:39])[CH:33]=[CH:34][CH:35]=3)[CH:24]=[CH:25][CH:26]=2)[N:21]=1.C(O)(C(F)(F)F)=[O:42]. Product: [F:18][C:3]1[C:4]([F:17])=[C:5]([N:8]2[CH2:13][CH2:12][N:11]([CH2:14][CH2:15][OH:42])[CH2:10][CH2:9]2)[CH:6]=[CH:7][C:2]=1[NH:1][C:20]1[N:29]=[CH:28][C:27]2[C:22](=[C:23]([C:30]3[CH:31]=[C:32]([NH:36][C:37](=[O:40])[CH:38]=[CH2:39])[CH:33]=[CH:34][CH:35]=3)[CH:24]=[CH:25][CH:26]=2)[N:21]=1. The catalyst class is: 114. (3) Reactant: [Br:1][C:2]1[N:7]=[C:6]([NH:8][CH2:9][CH2:10][CH2:11][N:12]2[CH2:17][CH2:16][CH2:15][CH2:14][CH2:13]2)[C:5]([NH2:18])=[CH:4][CH:3]=1.[CH3:19][O:20][C:21]1[CH:26]=[CH:25][C:24]([N:27]=[C:28]=S)=[CH:23][CH:22]=1.C(=O)(O)[O-].[Na+]. Product: [Br:1][C:2]1[N:7]=[C:6]2[N:8]([CH2:9][CH2:10][CH2:11][N:12]3[CH2:17][CH2:16][CH2:15][CH2:14][CH2:13]3)[C:28]([NH:27][C:24]3[CH:25]=[CH:26][C:21]([O:20][CH3:19])=[CH:22][CH:23]=3)=[N:18][C:5]2=[CH:4][CH:3]=1. The catalyst class is: 1. (4) Reactant: [F:1][C:2]1[CH:7]=[CH:6][C:5]([C:8]2[N:9]=[CH:10][N:11]3[CH2:16][CH2:15][N:14](C(OC(C)(C)C)=O)[CH2:13][C:12]=23)=[CH:4][CH:3]=1. Product: [F:1][C:2]1[CH:3]=[CH:4][C:5]([C:8]2[N:9]=[CH:10][N:11]3[CH2:16][CH2:15][NH:14][CH2:13][C:12]=23)=[CH:6][CH:7]=1. The catalyst class is: 209. (5) Reactant: [CH2:1]([N:3]1[C:12](=[O:13])[C:11]2[C:6](=[CH:7][CH:8]=[C:9]([N+:14]([O-])=O)[CH:10]=2)[N:5]([CH2:17][CH2:18][C:19]#[N:20])[C:4]1=[O:21])[CH3:2].[Sn](Cl)Cl. Product: [NH2:14][C:9]1[CH:10]=[C:11]2[C:6](=[CH:7][CH:8]=1)[N:5]([CH2:17][CH2:18][C:19]#[N:20])[C:4](=[O:21])[N:3]([CH2:1][CH3:2])[C:12]2=[O:13]. The catalyst class is: 8. (6) The catalyst class is: 1. Reactant: CO.[CH2:3]([C:15]1[CH:20]=[CH:19][C:18]([C:21]2[C:22](=[O:62])[C:23]([C:44]3[CH:49]=[CH:48][C:47]([CH2:50][CH2:51][CH2:52][CH2:53][CH2:54][CH2:55][CH2:56][CH2:57][CH2:58][CH2:59][CH2:60][CH3:61])=[CH:46][CH:45]=3)=[C:24]([C:32]3[CH:37]=[CH:36][CH:35]=[C:34]([C:38]#[C:39][Si](C)(C)C)[CH:33]=3)[C:25]=2[C:26]2[CH:31]=[CH:30][CH:29]=[CH:28][CH:27]=2)=[CH:17][CH:16]=1)[CH2:4][CH2:5][CH2:6][CH2:7][CH2:8][CH2:9][CH2:10][CH2:11][CH2:12][CH2:13][CH3:14].[F-].[K+]. Product: [CH2:50]([C:47]1[CH:48]=[CH:49][C:44]([C:23]2[C:22](=[O:62])[C:21]([C:18]3[CH:17]=[CH:16][C:15]([CH2:3][CH2:4][CH2:5][CH2:6][CH2:7][CH2:8][CH2:9][CH2:10][CH2:11][CH2:12][CH2:13][CH3:14])=[CH:20][CH:19]=3)=[C:25]([C:26]3[CH:31]=[CH:30][CH:29]=[CH:28][CH:27]=3)[C:24]=2[C:32]2[CH:37]=[CH:36][CH:35]=[C:34]([C:38]#[CH:39])[CH:33]=2)=[CH:45][CH:46]=1)[CH2:51][CH2:52][CH2:53][CH2:54][CH2:55][CH2:56][CH2:57][CH2:58][CH2:59][CH2:60][CH3:61]. (7) Reactant: C([O-])(=O)C.[O:5]=[C:6]1[C@@H:9]([NH3+:10])[CH2:8][NH:7]1.CCN(C(C)C)C(C)C.[CH2:20]([O:30][C:31](N1C=CC=CC1=O)=[O:32])[CH2:21][CH2:22][CH2:23][CH2:24][CH2:25][CH2:26][CH2:27]CC.CCOCC. Product: [CH2:20]([O:30][C:31](=[O:32])[NH:10][C@H:9]1[CH2:8][NH:7][C:6]1=[O:5])[CH2:21][CH2:22][CH2:23][CH2:24][CH2:25][CH2:26][CH3:27]. The catalyst class is: 2.